This data is from Forward reaction prediction with 1.9M reactions from USPTO patents (1976-2016). The task is: Predict the product of the given reaction. Given the reactants [CH3:1][O:2][C:3]1[CH:4]=[C:5]([CH2:9][CH2:10][NH2:11])[CH:6]=[CH:7][CH:8]=1.[CH3:12][O:13][C:14]1[CH:15]=[C:16]([CH2:22][C:23](Cl)=[O:24])[CH:17]=[CH:18][C:19]=1[O:20][CH3:21], predict the reaction product. The product is: [CH3:1][O:2][C:3]1[CH:4]=[C:5]([CH2:9][CH2:10][NH:11][C:23](=[O:24])[CH2:22][C:16]2[CH:17]=[CH:18][C:19]([O:20][CH3:21])=[C:14]([O:13][CH3:12])[CH:15]=2)[CH:6]=[CH:7][CH:8]=1.